Dataset: Full USPTO retrosynthesis dataset with 1.9M reactions from patents (1976-2016). Task: Predict the reactants needed to synthesize the given product. (1) Given the product [C:20]([S@@:18]([NH:17][C@@H:10]([C:11]1[CH:12]=[CH:13][CH:14]=[CH:15][CH:16]=1)[C:2]([F:9])([F:8])[C:3]([O:5][CH2:6][CH3:7])=[O:4])=[O:19])([CH3:23])([CH3:21])[CH3:22], predict the reactants needed to synthesize it. The reactants are: Br[C:2]([F:9])([F:8])[C:3]([O:5][CH2:6][CH3:7])=[O:4].[CH:10](=[N:17]/[S@:18]([C:20]([CH3:23])([CH3:22])[CH3:21])=[O:19])\[C:11]1[CH:16]=[CH:15][CH:14]=[CH:13][CH:12]=1. (2) Given the product [Cl:16][C:17]1[N:22]=[C:21]([NH:1][C:2]2[CH:7]=[CH:6][CH:5]=[CH:4][C:3]=2[S:8]([CH:11]([CH3:13])[CH3:12])(=[O:10])=[O:9])[C:20]([Cl:24])=[CH:19][N:18]=1, predict the reactants needed to synthesize it. The reactants are: [NH2:1][C:2]1[CH:7]=[CH:6][CH:5]=[CH:4][C:3]=1[S:8]([CH:11]([CH3:13])[CH3:12])(=[O:10])=[O:9].[H-].[Na+].[Cl:16][C:17]1[N:22]=[C:21](Cl)[C:20]([Cl:24])=[CH:19][N:18]=1. (3) Given the product [CH2:1]([N:8]1[C:13](=[O:14])[CH2:12][C:11]([CH3:15])([CH3:16])/[C:10](=[N:28]/[OH:29])/[C:9]1=[O:17])[C:2]1[CH:3]=[CH:4][CH:5]=[CH:6][CH:7]=1, predict the reactants needed to synthesize it. The reactants are: [CH2:1]([N:8]1[C:13](=[O:14])[CH2:12][C:11]([CH3:16])([CH3:15])[CH2:10][C:9]1=[O:17])[C:2]1[CH:7]=[CH:6][CH:5]=[CH:4][CH:3]=1.[Li+].C[Si]([N-][Si](C)(C)C)(C)C.[N:28](OCCC(C)C)=[O:29]. (4) Given the product [NH2:10][C:11]1[C:16]([NH2:17])=[CH:15][C:14]([C:20]2[CH:21]=[N:22][C:23]([C:26]([OH:29])([CH3:27])[CH3:28])=[N:24][CH:25]=2)=[C:13]([F:30])[C:12]=1[CH:31]1[CH2:35][CH2:34][CH2:33][O:32]1, predict the reactants needed to synthesize it. The reactants are: CO.CCN(CC)CC.[NH2:10][C:11]1[C:16]([N+:17]([O-])=O)=[CH:15][C:14]([C:20]2[CH:21]=[N:22][C:23]([C:26]([OH:29])([CH3:28])[CH3:27])=[N:24][CH:25]=2)=[C:13]([F:30])[C:12]=1[CH:31]1[CH2:35][CH2:34][CH2:33][O:32]1. (5) The reactants are: [CH2:1]([N+:3]1([O-])[CH2:7][CH2:6][N:5]([C:8]2[CH:13]=[CH:12][N:11]=[CH:10][CH:9]=2)[C:4]1=[O:14])[CH3:2].C[Si]([C:20]#[N:21])(C)C.CN(C)C(Cl)=O. Given the product [CH2:1]([N:3]1[CH2:7][CH2:6][N:5]([C:8]2[CH:13]=[CH:12][N:11]=[C:10]([C:20]#[N:21])[CH:9]=2)[C:4]1=[O:14])[CH3:2], predict the reactants needed to synthesize it. (6) Given the product [CH:6]1[C:7]2[CH2:13][CH2:12][C:11]3[CH:14]=[CH:15][CH:16]=[CH:17][C:10]=3[S:9][C:8]=2[C:3]([OH:2])=[CH:4][CH:5]=1, predict the reactants needed to synthesize it. The reactants are: C[O:2][C:3]1[C:8]2[S:9][C:10]3[CH:17]=[CH:16][CH:15]=[CH:14][C:11]=3[CH2:12][CH2:13][C:7]=2[CH:6]=[CH:5][CH:4]=1.Cl.N1C=CC=CC=1. (7) Given the product [CH3:1][O:2][C:3](=[O:26])[C:4]1[C:5](=[CH:10][C:11]([CH2:14][NH:15][C:23]([O:24][C:4]([CH3:5])([CH3:13])[CH3:3])=[O:27])=[CH:12][CH:13]=1)[C:6]([O:8][CH3:9])=[O:7], predict the reactants needed to synthesize it. The reactants are: [CH3:1][O:2][C:3](=[O:26])[C:4]1[C:5](=[CH:10][C:11]([CH2:14][N:15]2[C:23](=[O:24])C3C(=CC=CC=3)C2=O)=[CH:12][CH:13]=1)[C:6]([O:8][CH3:9])=[O:7].[OH2:27].NN.